This data is from Forward reaction prediction with 1.9M reactions from USPTO patents (1976-2016). The task is: Predict the product of the given reaction. (1) Given the reactants B(Br)(Br)Br.[F:5][C:6]1[CH:7]=[C:8]([CH:32]=[CH:33][C:34]=1[O:35]C)[C:9]([NH:11][NH:12][C:13]([C:15]1[O:16][CH:17]=[C:18]([C:26]2[CH:31]=[CH:30][CH:29]=[CH:28][CH:27]=2)[C:19]=1[C:20]1[CH:25]=[CH:24][CH:23]=[CH:22][CH:21]=1)=[O:14])=[O:10].ClCCl, predict the reaction product. The product is: [F:5][C:6]1[CH:7]=[C:8]([CH:32]=[CH:33][C:34]=1[OH:35])[C:9]([NH:11][NH:12][C:13]([C:15]1[O:16][CH:17]=[C:18]([C:26]2[CH:27]=[CH:28][CH:29]=[CH:30][CH:31]=2)[C:19]=1[C:20]1[CH:21]=[CH:22][CH:23]=[CH:24][CH:25]=1)=[O:14])=[O:10]. (2) Given the reactants [SH:1][C:2]1[NH:3][C:4](=[O:17])[C:5]([C:15]#[N:16])=[C:6]([CH:8]2[CH2:13][CH2:12][N:11]([CH3:14])[CH2:10][CH2:9]2)[N:7]=1.C([O-])([O-])=O.[K+].[K+].Cl[CH2:25][C:26]1[CH:31]=[C:30]([CH3:32])[CH:29]=[CH:28][C:27]=1[CH3:33], predict the reaction product. The product is: [CH3:33][C:27]1[CH:28]=[CH:29][C:30]([CH3:32])=[CH:31][C:26]=1[CH2:25][S:1][C:2]1[NH:3][C:4](=[O:17])[C:5]([C:15]#[N:16])=[C:6]([CH:8]2[CH2:9][CH2:10][N:11]([CH3:14])[CH2:12][CH2:13]2)[N:7]=1. (3) Given the reactants O[CH:2]=[C:3]1[C:11]2[C:6](=[CH:7][C:8]([C:12]([C:14]3[CH:15]=[C:16]([NH:20][C:21]([C:23]4[N:24]([CH3:29])[N:25]=[C:26]([CH3:28])[CH:27]=4)=[O:22])[CH:17]=[CH:18][CH:19]=3)=[O:13])=[CH:9][CH:10]=2)[NH:5][C:4]1=[O:30].[CH3:31][N:32]1[CH2:37][CH2:36][N:35]([C:38]2[CH:43]=[CH:42][C:41]([NH2:44])=[CH:40][CH:39]=2)[CH2:34][CH2:33]1, predict the reaction product. The product is: [CH3:31][N:32]1[CH2:33][CH2:34][N:35]([C:38]2[CH:43]=[CH:42][C:41]([NH:44][CH:2]=[C:3]3[C:11]4[C:6](=[CH:7][C:8]([C:12]([C:14]5[CH:15]=[C:16]([NH:20][C:21]([C:23]6[N:24]([CH3:29])[N:25]=[C:26]([CH3:28])[CH:27]=6)=[O:22])[CH:17]=[CH:18][CH:19]=5)=[O:13])=[CH:9][CH:10]=4)[NH:5][C:4]3=[O:30])=[CH:40][CH:39]=2)[CH2:36][CH2:37]1.